This data is from Reaction yield outcomes from USPTO patents with 853,638 reactions. The task is: Predict the reaction yield, written as a fraction of the theoretical maximum amount of product (1.0 means a 100% yield; for example, 0.34 means a 34% yield). (1) The reactants are [CH3:1][C:2]1[CH:7]=[CH:6][N:5]=[CH:4][C:3]=1[N:8]1[CH2:12][CH2:11][NH:10][C:9]1=[O:13].Br[C:15]1[C:23]2[C:22]([C:24]#[N:25])=[CH:21][CH:20]=[CH:19][C:18]=2[N:17]([CH3:26])[CH:16]=1.N[C@@H]1CCCC[C@H]1N.C(=O)([O-])[O-].[K+].[K+]. The catalyst is [Cu](I)I.O1CCOCC1. The product is [CH3:26][N:17]1[C:18]2[CH:19]=[CH:20][CH:21]=[C:22]([C:24]#[N:25])[C:23]=2[C:15]([N:10]2[CH2:11][CH2:12][N:8]([C:3]3[CH:4]=[N:5][CH:6]=[CH:7][C:2]=3[CH3:1])[C:9]2=[O:13])=[CH:16]1. The yield is 0.239. (2) The product is [CH3:11][O:10][C:8](=[O:9])[CH2:7][CH:5]1[C:4](=[O:12])[N:3]([CH2:13][C:14]2[CH:21]=[CH:20][C:17]([CH3:18])=[CH:16][CH:15]=2)[C:2](=[O:1])[NH:6]1. The yield is 0.970. The reactants are [O:1]=[C:2]1[NH:6][CH:5]([CH2:7][C:8]([O:10][CH3:11])=[O:9])[C:4](=[O:12])[NH:3]1.[CH3:13][C:14]1[CH:21]=[CH:20][C:17]([CH2:18]Br)=[CH:16][CH:15]=1.[O-]S([O-])(=O)=O.[Mg+2].C([O-])([O-])=O.[K+].[K+]. The catalyst is CN(C=O)C. (3) The reactants are [I:1][C:2]1[CH:3]=[C:4]2[C:8](=[CH:9][CH:10]=1)[NH:7][C:6](=[O:11])[C:5]2=O.[CH3:13][C:14]1[CH:23]=[CH:22][C:17]([C:18]([NH:20][NH2:21])=[O:19])=[CH:16][CH:15]=1. The catalyst is C(O)(=O)C. The product is [I:1][C:2]1[CH:3]=[C:4]2[C:8](=[CH:9][CH:10]=1)[NH:7][C:6](=[O:11])[C:5]2=[N:21][NH:20][C:18](=[O:19])[C:17]1[CH:22]=[CH:23][C:14]([CH3:13])=[CH:15][CH:16]=1. The yield is 0.800. (4) The reactants are [Cl-].O[NH3+:3].[C:4](=[O:7])([O-])[OH:5].[Na+].CS(C)=O.[OH:13][C:14]([C:17]1([O:20][C@H:21]2[CH2:26][CH2:25][C@H:24]([N:27]3[C:32](=[O:33])[C:31]([CH2:34][C:35]4[CH:40]=[CH:39][C:38]([C:41]5[C:42]([C:47]#[N:48])=[CH:43][CH:44]=[CH:45][CH:46]=5)=[CH:37][CH:36]=4)=[C:30]([CH2:49][CH2:50][CH3:51])[N:29]4[N:52]=[CH:53][N:54]=[C:28]34)[CH2:23][CH2:22]2)[CH2:19][CH2:18]1)([CH3:16])[CH3:15]. The catalyst is O.C(OCC)(=O)C. The product is [OH:13][C:14]([C:17]1([O:20][C@H:21]2[CH2:22][CH2:23][C@H:24]([N:27]3[C:32](=[O:33])[C:31]([CH2:34][C:35]4[CH:36]=[CH:37][C:38]([C:41]5[CH:46]=[CH:45][CH:44]=[CH:43][C:42]=5[C:47]5[NH:3][C:4](=[O:7])[O:5][N:48]=5)=[CH:39][CH:40]=4)=[C:30]([CH2:49][CH2:50][CH3:51])[N:29]4[N:52]=[CH:53][N:54]=[C:28]34)[CH2:25][CH2:26]2)[CH2:18][CH2:19]1)([CH3:16])[CH3:15]. The yield is 0.450. (5) The reactants are [F:1][C:2]([F:28])([F:27])[CH:3]([C:18]1[CH:23]=[C:22]([Cl:24])[C:21]([Cl:25])=[C:20]([Cl:26])[CH:19]=1)/[CH:4]=[CH:5]/[C:6]1[C:15]2[C:10](=[CH:11][CH:12]=[CH:13][CH:14]=2)[C:9]([CH2:16][NH2:17])=[CH:8][CH:7]=1.[CH2:29]([N:31]=[C:32]=[O:33])[CH3:30]. The catalyst is C(Cl)Cl. The product is [CH2:29]([NH:31][C:32]([NH:17][CH2:16][C:9]1[C:10]2[C:15](=[CH:14][CH:13]=[CH:12][CH:11]=2)[C:6](/[CH:5]=[CH:4]/[CH:3]([C:18]2[CH:19]=[C:20]([Cl:26])[C:21]([Cl:25])=[C:22]([Cl:24])[CH:23]=2)[C:2]([F:1])([F:27])[F:28])=[CH:7][CH:8]=1)=[O:33])[CH3:30]. The yield is 0.600. (6) The reactants are C[O:2][C:3]1[C:12]2[C:7](=[C:8]([CH3:13])[CH:9]=[CH:10][CH:11]=2)[C:6]([C:14]([OH:16])=[O:15])=[CH:5][N:4]=1.O. The catalyst is Br. The product is [OH:2][C:3]1[C:12]2[C:7](=[C:8]([CH3:13])[CH:9]=[CH:10][CH:11]=2)[C:6]([C:14]([OH:16])=[O:15])=[CH:5][N:4]=1. The yield is 0.520. (7) The reactants are [F:1][C:2]([F:17])([F:16])[C:3]1[N:4]=[CH:5][N:6]([CH2:8][O:9][CH2:10][CH2:11][Si:12]([CH3:15])([CH3:14])[CH3:13])[CH:7]=1.C([Li])CCC.[O:23]1[CH2:28][CH2:27][C:26](=[O:29])[CH2:25][CH2:24]1. The catalyst is O1CCCC1. The product is [F:17][C:2]([F:16])([F:1])[C:3]1[N:4]=[C:5]([C:26]2([OH:29])[CH2:27][CH2:28][O:23][CH2:24][CH2:25]2)[N:6]([CH2:8][O:9][CH2:10][CH2:11][Si:12]([CH3:13])([CH3:14])[CH3:15])[CH:7]=1. The yield is 0.870.